From a dataset of CYP2C9 inhibition data for predicting drug metabolism from PubChem BioAssay. Regression/Classification. Given a drug SMILES string, predict its absorption, distribution, metabolism, or excretion properties. Task type varies by dataset: regression for continuous measurements (e.g., permeability, clearance, half-life) or binary classification for categorical outcomes (e.g., BBB penetration, CYP inhibition). Dataset: cyp2c9_veith. (1) The compound is CCCNC(=O)Cn1cnc2sc(C(=O)Nc3ccc4c(c3)OCO4)c(C)c2c1=O. The result is 1 (inhibitor). (2) The drug is Cc1cnc2cc(Cl)ccc2c1SCC(=O)O. The result is 0 (non-inhibitor). (3) The molecule is Cc1ccccc1N1CCN(S(=O)(=O)C[C@@]23CC[C@H](C[C@H]2NC(=O)[C@@H](N)CCS(C)(=O)=O)C3(C)C)CC1. The result is 0 (non-inhibitor). (4) The compound is COc1cc(/C=N/Nc2snc(SC)c2C#N)cc(OC)c1OC. The result is 1 (inhibitor). (5) The drug is F[B-](F)(F)F.OCC[NH+]=c1cc(-c2ccccc2)oc2ccc(Cl)cc12. The result is 1 (inhibitor). (6) The drug is CSc1nc(N)nc(-c2cccs2)c1C#N. The result is 1 (inhibitor). (7) The compound is COc1ccc(C(=O)N2CCC[C@@]3(CCN(C(=O)NC(C)C)C3)C2)cc1. The result is 0 (non-inhibitor). (8) The compound is CCOc1ccc(CC(C(N)=O)C(N)=O)cc1CN(C)C. The result is 0 (non-inhibitor). (9) The molecule is CC1(C)OCC([C@H](O)C2=CCCCC2=O)CO1. The result is 0 (non-inhibitor).